This data is from Peptide-MHC class II binding affinity with 134,281 pairs from IEDB. The task is: Regression. Given a peptide amino acid sequence and an MHC pseudo amino acid sequence, predict their binding affinity value. This is MHC class II binding data. (1) The MHC is DRB5_0101 with pseudo-sequence DRB5_0101. The peptide sequence is QLQPFPQPELPYP. The binding affinity (normalized) is 0. (2) The peptide sequence is AYAAQGYKVLVLNPSVAA. The MHC is DRB1_0405 with pseudo-sequence DRB1_0405. The binding affinity (normalized) is 0.637. (3) The peptide sequence is VMDIISRKDQRGSGQVG. The MHC is DRB1_1501 with pseudo-sequence DRB1_1501. The binding affinity (normalized) is 0.281. (4) The peptide sequence is DELVGGPPVEASAAA. The MHC is DRB4_0101 with pseudo-sequence DRB4_0103. The binding affinity (normalized) is 0.135. (5) The peptide sequence is VRKVCYNAVLTHVKI. The MHC is HLA-DQA10201-DQB10402 with pseudo-sequence HLA-DQA10201-DQB10402. The binding affinity (normalized) is 0.308. (6) The peptide sequence is EEFCTLASRFLVEED. The MHC is HLA-DPA10103-DPB10401 with pseudo-sequence HLA-DPA10103-DPB10401. The binding affinity (normalized) is 0.577.